Dataset: Reaction yield outcomes from USPTO patents with 853,638 reactions. Task: Predict the reaction yield, written as a fraction of the theoretical maximum amount of product (1.0 means a 100% yield; for example, 0.34 means a 34% yield). The reactants are [C:1](Cl)(=[O:3])[CH3:2].[CH3:5][C:6]1[C:12]([F:13])=[CH:11][CH:10]=[CH:9][C:7]=1[NH2:8].C(N(CC)CC)C. The catalyst is C(Cl)Cl. The product is [C:1]([NH:8][C:7]1[CH:9]=[CH:10][CH:11]=[C:12]([F:13])[C:6]=1[CH3:5])(=[O:3])[CH3:2]. The yield is 0.910.